This data is from Forward reaction prediction with 1.9M reactions from USPTO patents (1976-2016). The task is: Predict the product of the given reaction. (1) Given the reactants Cl.[F:2][C:3]([F:16])([F:15])[C:4]1[CH:14]=[CH:13][C:7]([CH2:8][NH:9][CH:10]2[CH2:12][CH2:11]2)=[CH:6][CH:5]=1.[F:17][C:18]1[N:22]([CH3:23])[N:21]=[C:20]([CH3:24])[C:19]=1[C:25](Cl)=[O:26], predict the reaction product. The product is: [F:2][C:3]([F:15])([F:16])[C:4]1[CH:14]=[CH:13][C:7]([CH2:8][N:9]([CH:10]2[CH2:11][CH2:12]2)[C:25]([C:19]2[C:20]([CH3:24])=[N:21][N:22]([CH3:23])[C:18]=2[F:17])=[O:26])=[CH:6][CH:5]=1. (2) The product is: [F:32][C:7]1[C:6]([CH:2]=[O:1])=[C:22]([B:23]2[O:27][C:26]([CH3:29])([CH3:28])[C:25]([CH3:31])([CH3:30])[O:24]2)[CH:21]=[CH:20][C:8]=1[O:9][C:10]1[CH:17]=[CH:16][C:13]([C:14]#[N:15])=[C:12]([O:18][CH3:19])[N:11]=1. Given the reactants [O:1]1CCO[CH:2]1[C:6]1[C:7]([F:32])=[C:8]([CH:20]=[CH:21][C:22]=1[B:23]1[O:27][C:26]([CH3:29])([CH3:28])[C:25]([CH3:31])([CH3:30])[O:24]1)[O:9][C:10]1[CH:17]=[CH:16][C:13]([C:14]#[N:15])=[C:12]([O:18][CH3:19])[N:11]=1.Cl.O, predict the reaction product. (3) Given the reactants COCCOC[O:7][C:8]1[CH:15]=[CH:14][C:11]([CH:12]=O)=[CH:10][CH:9]=1.[F:16][C:17]([F:32])([F:31])[C:18]1[CH:19]=[C:20]([CH2:28][C:29]#[N:30])[CH:21]=[C:22]([C:24]([F:27])([F:26])[F:25])[CH:23]=1, predict the reaction product. The product is: [F:16][C:17]([F:31])([F:32])[C:18]1[CH:19]=[C:20](/[C:28](=[CH:12]/[C:11]2[CH:10]=[CH:9][C:8]([OH:7])=[CH:15][CH:14]=2)/[C:29]#[N:30])[CH:21]=[C:22]([C:24]([F:25])([F:26])[F:27])[CH:23]=1. (4) Given the reactants [NH2:1][C:2]1[CH:7]=[CH:6][CH:5]=[CH:4][C:3]=1[S:8][CH:9]([C:26]1[CH:31]=[C:30]([F:32])[CH:29]=[CH:28][C:27]=1[F:33])[C@@H:10]([C:22]([O:24]C)=O)[NH:11][C:12]([O:14][CH2:15][C:16]1[CH:21]=[CH:20][CH:19]=[CH:18][CH:17]=1)=[O:13].C1(C)C=CC(S(O)(=O)=O)=CC=1, predict the reaction product. The product is: [F:33][C:27]1[CH:28]=[CH:29][C:30]([F:32])=[CH:31][C:26]=1[C@H:9]1[C@H:10]([NH:11][C:12](=[O:13])[O:14][CH2:15][C:16]2[CH:17]=[CH:18][CH:19]=[CH:20][CH:21]=2)[C:22](=[O:24])[NH:1][C:2]2[CH:7]=[CH:6][CH:5]=[CH:4][C:3]=2[S:8]1. (5) Given the reactants [F:1][C:2]1[C:3]([C:17]([O:19]C)=[O:18])=[CH:4][C:5]2[N:6]([N:8]=[C:9]([C:11]3[CH:16]=[CH:15][CH:14]=[CH:13][CH:12]=3)[N:10]=2)[CH:7]=1.O.[OH-].[Li+], predict the reaction product. The product is: [F:1][C:2]1[C:3]([C:17]([OH:19])=[O:18])=[CH:4][C:5]2[N:6]([N:8]=[C:9]([C:11]3[CH:16]=[CH:15][CH:14]=[CH:13][CH:12]=3)[N:10]=2)[CH:7]=1. (6) Given the reactants [Cl:1][C:2]1[CH:3]=[C:4]([CH:19]=[CH:20][C:21]=1[Cl:22])[CH2:5][N:6]1[CH2:11][CH2:10][N:9]([CH2:12][CH:13]([CH3:18])[C:14]([O:16]C)=[O:15])[CH2:8][CH2:7]1.O.[OH-].[Li+].CO, predict the reaction product. The product is: [Cl:1][C:2]1[CH:3]=[C:4]([CH:19]=[CH:20][C:21]=1[Cl:22])[CH2:5][N:6]1[CH2:11][CH2:10][N:9]([CH2:12][CH:13]([CH3:18])[C:14]([OH:16])=[O:15])[CH2:8][CH2:7]1. (7) The product is: [F:15][CH:6]([F:5])[O:7][C:8]1[N:13]=[C:12]2[S:1][C:2]([NH2:3])=[N:14][C:11]2=[CH:10][CH:9]=1. Given the reactants [S-:1][C:2]#[N:3].[K+].[F:5][CH:6]([F:15])[O:7][C:8]1[N:13]=[CH:12][C:11]([NH2:14])=[CH:10][CH:9]=1.BrBr.O, predict the reaction product.